This data is from Full USPTO retrosynthesis dataset with 1.9M reactions from patents (1976-2016). The task is: Predict the reactants needed to synthesize the given product. (1) Given the product [N:58]([CH2:51][C:12]1[N:13]([CH2:14][C:15]2[CH:20]=[CH:19][C:18]([C:21]3[CH:26]=[CH:25][CH:24]=[CH:23][C:22]=3[C:27]3[N:31]([C:32]([C:45]4[CH:50]=[CH:49][CH:48]=[CH:47][CH:46]=4)([C:39]4[CH:44]=[CH:43][CH:42]=[CH:41][CH:40]=4)[C:33]4[CH:38]=[CH:37][CH:36]=[CH:35][CH:34]=4)[N:30]=[N:29][N:28]=3)=[CH:17][CH:16]=2)[C:9]([CH2:5][CH2:6][CH2:7][CH3:8])=[N:10][C:11]=1[Cl:57])=[N+:59]=[N-:60], predict the reactants needed to synthesize it. The reactants are: CS(C)=O.[CH2:5]([C:9]1[N:13]([CH2:14][C:15]2[CH:20]=[CH:19][C:18]([C:21]3[CH:26]=[CH:25][CH:24]=[CH:23][C:22]=3[C:27]3[N:31]([C:32]([C:45]4[CH:50]=[CH:49][CH:48]=[CH:47][CH:46]=4)([C:39]4[CH:44]=[CH:43][CH:42]=[CH:41][CH:40]=4)[C:33]4[CH:38]=[CH:37][CH:36]=[CH:35][CH:34]=4)[N:30]=[N:29][N:28]=3)=[CH:17][CH:16]=2)[C:12]([CH2:51]OS(C)(=O)=O)=[C:11]([Cl:57])[N:10]=1)[CH2:6][CH2:7][CH3:8].[N-:58]=[N+:59]=[N-:60].[Na+].[Na+].[Cl-]. (2) Given the product [CH3:10][O:11][C:12]1[N:13]=[CH:14][C:15]([C:2]2[CH:3]=[C:4]([CH:7]=[CH:8][CH:9]=2)[CH:5]=[O:6])=[CH:16][CH:17]=1, predict the reactants needed to synthesize it. The reactants are: Br[C:2]1[CH:3]=[C:4]([CH:7]=[CH:8][CH:9]=1)[CH:5]=[O:6].[CH3:10][O:11][C:12]1[CH:17]=[CH:16][C:15](B(O)O)=[CH:14][N:13]=1. (3) Given the product [F:1][C:2]1[CH:10]=[CH:9][CH:8]=[C:7]([C:11]([F:14])([F:13])[F:12])[C:3]=1[C:4]([O:16][CH3:15])=[O:5], predict the reactants needed to synthesize it. The reactants are: [F:1][C:2]1[CH:10]=[CH:9][CH:8]=[C:7]([C:11]([F:14])([F:13])[F:12])[C:3]=1[C:4](Cl)=[O:5].[CH3:15][OH:16]. (4) Given the product [C:25]1([C:2]2[C:11]([C:12]([F:15])([F:14])[F:13])=[CH:10][C:9]3[C:4](=[C:5]([C:16]([NH:18][C:19]4[CH:20]=[N:21][CH:22]=[CH:23][CH:24]=4)=[O:17])[CH:6]=[CH:7][CH:8]=3)[N:3]=2)[CH:30]=[CH:29][CH:28]=[CH:27][CH:26]=1, predict the reactants needed to synthesize it. The reactants are: Cl[C:2]1[C:11]([C:12]([F:15])([F:14])[F:13])=[CH:10][C:9]2[C:4](=[C:5]([C:16]([NH:18][C:19]3[CH:20]=[N:21][CH:22]=[CH:23][CH:24]=3)=[O:17])[CH:6]=[CH:7][CH:8]=2)[N:3]=1.[C:25]1(B(O)O)[CH:30]=[CH:29][CH:28]=[CH:27][CH:26]=1.C(Cl)Cl.C([O-])([O-])=O.[K+].[K+]. (5) Given the product [Br:16][C:15]1[C:9]2[C:10](=[N:11][N:7]([C:1]3[CH:2]=[CH:3][CH:4]=[CH:5][CH:6]=3)[N:8]=2)[C:12]([Br:21])=[CH:13][CH:14]=1, predict the reactants needed to synthesize it. The reactants are: [C:1]1([N:7]2[N:11]=[C:10]3[CH:12]=[CH:13][CH:14]=[CH:15][C:9]3=[N:8]2)[CH:6]=[CH:5][CH:4]=[CH:3][CH:2]=1.[BrH:16].C(O)(=O)C.[Br:21]Br.[OH-].[Na+]. (6) Given the product [C:1]([C:5]1[O:9][N:8]=[C:7]([NH:10][C:11]([NH:12][C:13]2[CH:44]=[CH:43][CH:42]=[C:15]([O:16][C:17]3[C:26]4[C:21](=[CH:22][C:23]([O:29][C@H:30]5[CH2:34][CH2:33][NH:32][CH2:31]5)=[C:24]([O:27][CH3:28])[CH:25]=4)[N:20]=[CH:19][N:18]=3)[CH:14]=2)=[O:45])[CH:6]=1)([CH3:4])([CH3:2])[CH3:3], predict the reactants needed to synthesize it. The reactants are: [C:1]([C:5]1[O:9][N:8]=[C:7]([NH:10][C:11](=[O:45])[NH:12][C:13]2[CH:14]=[C:15]([CH:42]=[CH:43][CH:44]=2)[O:16][C:17]2[C:26]3[C:21](=[CH:22][C:23]([O:29][C@H:30]4[CH2:34][CH2:33][N:32](C(OC(C)(C)C)=O)[CH2:31]4)=[C:24]([O:27][CH3:28])[CH:25]=3)[N:20]=[CH:19][N:18]=2)[CH:6]=1)([CH3:4])([CH3:3])[CH3:2].Cl. (7) Given the product [Br:26][CH2:2][CH2:3][CH:4]1[CH2:9][CH2:8][N:7]([C:10](=[O:24])[CH:11]([C:18]2[CH:23]=[CH:22][CH:21]=[CH:20][CH:19]=2)[C:12]2[CH:17]=[CH:16][CH:15]=[CH:14][CH:13]=2)[CH2:6][CH2:5]1, predict the reactants needed to synthesize it. The reactants are: O[CH2:2][CH2:3][CH:4]1[CH2:9][CH2:8][N:7]([C:10](=[O:24])[CH:11]([C:18]2[CH:23]=[CH:22][CH:21]=[CH:20][CH:19]=2)[C:12]2[CH:17]=[CH:16][CH:15]=[CH:14][CH:13]=2)[CH2:6][CH2:5]1.P(Br)(Br)[Br:26].